From a dataset of Full USPTO retrosynthesis dataset with 1.9M reactions from patents (1976-2016). Predict the reactants needed to synthesize the given product. (1) Given the product [Cl:1][C:2]1[CH:3]=[CH:4][N:5]=[CH:6][C:7]=1[CH2:8][N:16]([CH3:14])[C:21](=[O:22])[O:23][C:24]([CH3:27])([CH3:26])[CH3:25], predict the reactants needed to synthesize it. The reactants are: [Cl:1][C:2]1[C:7]([CH:8]=O)=[CH:6][N:5]=[CH:4][CH:3]=1.CN.[BH4-].[Na+].[CH2:14]([N:16](CC)CC)C.[C:21](O[C:21]([O:23][C:24]([CH3:27])([CH3:26])[CH3:25])=[O:22])([O:23][C:24]([CH3:27])([CH3:26])[CH3:25])=[O:22]. (2) Given the product [CH:13]1([C:19]2([CH3:30])[N:20]([CH3:29])[C:21](=[O:28])[N:22]([CH2:25][CH:26]([OH:27])[C:2]3[CH:3]=[N:4][CH:5]=[N:6][CH:7]=3)[C:23]2=[O:24])[CH2:14][CH2:15][CH2:16][CH2:17][CH2:18]1, predict the reactants needed to synthesize it. The reactants are: Br[C:2]1[CH:3]=[N:4][CH:5]=[N:6][CH:7]=1.[Li]CCCC.[CH:13]1([C:19]2([CH3:30])[C:23](=[O:24])[N:22]([CH2:25][CH:26]=[O:27])[C:21](=[O:28])[N:20]2[CH3:29])[CH2:18][CH2:17][CH2:16][CH2:15][CH2:14]1. (3) Given the product [CH3:14][C:15]1[C:19]([CH2:20][N:21]2[CH:25]=[C:24]([NH:26][C:9](=[O:11])[CH2:8][CH:7]([C:1]3[CH:2]=[CH:3][CH:4]=[CH:5][CH:6]=3)[CH3:12])[CH:23]=[N:22]2)=[C:18]([CH3:27])[O:17][N:16]=1, predict the reactants needed to synthesize it. The reactants are: [C:1]1([CH:7]([CH3:12])[CH2:8][C:9]([OH:11])=O)[CH:6]=[CH:5][CH:4]=[CH:3][CH:2]=1.Cl.[CH3:14][C:15]1[C:19]([CH2:20][N:21]2[CH:25]=[C:24]([NH2:26])[CH:23]=[N:22]2)=[C:18]([CH3:27])[O:17][N:16]=1. (4) Given the product [CH3:1][O:2][C:3]1[CH:4]=[C:5]2[C:10](=[CH:11][CH:12]=1)[N:9]=[C:8]([Cl:25])[CH:7]=[C:6]2[NH:14][C:15]1[CH:20]=[CH:19][C:18]([Cl:21])=[C:17]([Cl:22])[CH:16]=1, predict the reactants needed to synthesize it. The reactants are: [CH3:1][O:2][C:3]1[CH:4]=[C:5]2[C:10](=[CH:11][CH:12]=1)[N:9]=[C:8](O)[CH:7]=[C:6]2[NH:14][C:15]1[CH:20]=[CH:19][C:18]([Cl:21])=[C:17]([Cl:22])[CH:16]=1.O=P(Cl)(Cl)[Cl:25]. (5) Given the product [CH3:26][O:25][CH2:24][N:20]1[C:19]2[CH:27]=[CH:28][C:16]([CH:14]([C:11]3[CH:12]=[CH:13][N:9]([C:6]4[N:7]=[CH:8][C:3]([CH2:2][O:1][CH2:44][C:43]([O:42][CH2:40][CH3:41])=[O:46])=[CH:4][CH:5]=4)[N:10]=3)[CH3:15])=[CH:17][C:18]=2[S:22][C:21]1=[O:23], predict the reactants needed to synthesize it. The reactants are: [OH:1][CH2:2][C:3]1(C)[CH:8]=[N:7][C:6]([N:9]2[CH:13]=[CH:12][C:11]([CH:14]([C:16]3[CH:28]=[CH:27][C:19]4[N:20]([CH2:24][O:25][CH3:26])[C:21](=[O:23])[S:22][C:18]=4[CH:17]=3)[CH3:15])=[N:10]2)=[CH:5][CH2:4]1.C[Si]([N-][Si](C)(C)C)(C)C.[Li+].[CH2:40]([O:42][C:43](=[O:46])[CH2:44]Br)[CH3:41].